This data is from Catalyst prediction with 721,799 reactions and 888 catalyst types from USPTO. The task is: Predict which catalyst facilitates the given reaction. Reactant: [OH:1][C:2]1[CH:3]=[C:4]([C:10]2[O:11][CH:12]=[C:13]([CH2:15][CH2:16][C:17]([C:19]3[C:24]([CH3:25])=[CH:23][CH:22]=[CH:21][N:20]=3)=[O:18])[N:14]=2)[CH:5]=[CH:6][C:7]=1[O:8][CH3:9].N12CCCN=C1CC[CH2:29][CH2:28][CH2:27]2.BrC(C)C.O. Product: [CH:28]([O:1][C:2]1[CH:3]=[C:4]([C:10]2[O:11][CH:12]=[C:13]([CH2:15][CH2:16][C:17]([C:19]3[C:24]([CH3:25])=[CH:23][CH:22]=[CH:21][N:20]=3)=[O:18])[N:14]=2)[CH:5]=[CH:6][C:7]=1[O:8][CH3:9])([CH3:29])[CH3:27]. The catalyst class is: 162.